This data is from Forward reaction prediction with 1.9M reactions from USPTO patents (1976-2016). The task is: Predict the product of the given reaction. (1) Given the reactants [F:1][C:2]1[CH:7]=[CH:6][C:5]([C@H:8]2[C:12]([CH3:14])([CH3:13])[O:11][C:10](=[O:15])[NH:9]2)=[CH:4][CH:3]=1.I[C:17]1[CH:35]=[CH:34][C:20]([C:21]([NH:23][C:24]2[CH:25]=[CH:26][CH:27]=[C:28]3[C:33]=2[N:32]=[CH:31][CH:30]=[CH:29]3)=[O:22])=[CH:19][CH:18]=1.P([O-])([O-])([O-])=O.[K+].[K+].[K+].CNCCNC, predict the reaction product. The product is: [F:1][C:2]1[CH:3]=[CH:4][C:5]([C@H:8]2[C:12]([CH3:13])([CH3:14])[O:11][C:10](=[O:15])[N:9]2[C:17]2[CH:35]=[CH:34][C:20]([C:21]([NH:23][C:24]3[CH:25]=[CH:26][CH:27]=[C:28]4[C:33]=3[N:32]=[CH:31][CH:30]=[CH:29]4)=[O:22])=[CH:19][CH:18]=2)=[CH:6][CH:7]=1. (2) Given the reactants [CH3:1][N:2]1[CH2:7][CH2:6][N:5]([S:8]([NH2:11])(=[O:10])=[O:9])[CH2:4][CH2:3]1.[H-].[Na+].[Cl:14][C:15]1[CH:20]=[C:19](Cl)[N:18]=[C:17]([S:22][CH2:23][C:24]2[CH:29]=[CH:28][CH:27]=[C:26]([Cl:30])[C:25]=2[F:31])[N:16]=1, predict the reaction product. The product is: [Cl:14][C:15]1[N:16]=[C:17]([S:22][CH2:23][C:24]2[CH:29]=[CH:28][CH:27]=[C:26]([Cl:30])[C:25]=2[F:31])[N:18]=[C:19]([NH:11][S:8]([N:5]2[CH2:6][CH2:7][N:2]([CH3:1])[CH2:3][CH2:4]2)(=[O:10])=[O:9])[CH:20]=1. (3) The product is: [Br:1][C:2]1[CH:25]=[CH:24][C:5]2[C:6]([C:9]3[CH:14]=[CH:13][CH:12]=[CH:11][C:10]=3[C@@H:15]([NH:23][C:26](=[O:27])[O:28][C:29]([CH3:32])([CH3:31])[CH3:30])[CH2:16][C:17]3[CH:22]=[CH:21][CH:20]=[CH:19][N:18]=3)=[N:7][O:8][C:4]=2[CH:3]=1. Given the reactants [Br:1][C:2]1[CH:25]=[CH:24][C:5]2[C:6]([C:9]3[CH:14]=[CH:13][CH:12]=[CH:11][C:10]=3[C@@H:15]([NH2:23])[CH2:16][C:17]3[CH:22]=[CH:21][CH:20]=[CH:19][N:18]=3)=[N:7][O:8][C:4]=2[CH:3]=1.[C:26](O[C:26]([O:28][C:29]([CH3:32])([CH3:31])[CH3:30])=[O:27])([O:28][C:29]([CH3:32])([CH3:31])[CH3:30])=[O:27].C(O)(=O)CC(CC(O)=O)(C(O)=O)O, predict the reaction product. (4) Given the reactants S(=O)(=O)(O)[OH:2].[F:6][C:7]1[CH:12]=[CH:11][C:10]([NH:13][C:14](=[O:18])[CH:15]=NO)=[CH:9][CH:8]=1, predict the reaction product. The product is: [F:6][C:7]1[CH:12]=[C:11]2[C:10](=[CH:9][CH:8]=1)[NH:13][C:14](=[O:18])[C:15]2=[O:2]. (5) Given the reactants [C:1]1([CH:7]([C:36]2[CH:41]=[CH:40][CH:39]=[CH:38][CH:37]=2)[CH2:8][NH:9][C:10]2[C:19]3[C:14](=[CH:15][CH:16]=[CH:17][CH:18]=3)[N:13]=[C:12]([C:20]3[C:28]4[C:23](=[CH:24][CH:25]=[CH:26][CH:27]=4)[N:22](C(OC(C)(C)C)=O)[CH:21]=3)[N:11]=2)[CH:6]=[CH:5][CH:4]=[CH:3][CH:2]=1, predict the reaction product. The product is: [C:36]1([CH:7]([C:1]2[CH:6]=[CH:5][CH:4]=[CH:3][CH:2]=2)[CH2:8][NH:9][C:10]2[C:19]3[C:14](=[CH:15][CH:16]=[CH:17][CH:18]=3)[N:13]=[C:12]([C:20]3[C:28]4[C:23](=[CH:24][CH:25]=[CH:26][CH:27]=4)[NH:22][CH:21]=3)[N:11]=2)[CH:37]=[CH:38][CH:39]=[CH:40][CH:41]=1.